The task is: Predict the reactants needed to synthesize the given product.. This data is from Full USPTO retrosynthesis dataset with 1.9M reactions from patents (1976-2016). Given the product [CH3:22][CH:21]1[CH2:20][C:19](=[O:23])[NH:18][N:17]=[C:16]1[C:13]1[CH:14]=[CH:15][C:10]2[N:9]=[C:7]([C:6]3[CH:25]=[CH:26][C:3]([C:1]#[N:2])=[CH:4][CH:5]=3)[O:8][C:11]=2[CH:12]=1, predict the reactants needed to synthesize it. The reactants are: [C:1]([C:3]1[CH:26]=[CH:25][C:6]([C:7]([NH:9][C:10]2[CH:15]=[CH:14][C:13]([C:16]3[CH:21]([CH3:22])[CH2:20][C:19](=[O:23])[NH:18][N:17]=3)=[CH:12][C:11]=2O)=[O:8])=[CH:5][CH:4]=1)#[N:2].O.C1(C)C=CC(S(O)(=O)=O)=CC=1.C(O)(=O)C.